This data is from Full USPTO retrosynthesis dataset with 1.9M reactions from patents (1976-2016). The task is: Predict the reactants needed to synthesize the given product. (1) Given the product [CH3:20][C:19]1[NH:22][C:23]([CH3:24])=[C:25]([C:26](=[O:31])[CH2:27][CH:28]([CH3:30])[CH3:29])[CH:13]([C:5]2[CH:6]=[CH:7][CH:8]=[C:9]3[C:4]=2[O:3][C:2]([CH3:1])=[CH:11][C:10]3=[O:12])[C:14]=1[C:15]([O:17][CH3:18])=[O:16], predict the reactants needed to synthesize it. The reactants are: [CH3:1][C:2]1[O:3][C:4]2[C:9]([C:10](=[O:12])[CH:11]=1)=[CH:8][CH:7]=[CH:6][C:5]=2[CH:13]=[C:14]([C:19](=O)[CH3:20])[C:15]([O:17][CH3:18])=[O:16].[NH2:22][C:23](=[CH:25][C:26](=[O:31])[CH2:27][CH:28]([CH3:30])[CH3:29])[CH3:24]. (2) Given the product [Br:1][C:2]1[CH:3]=[N:4][C:5]2[N:6]([N:8]=[C:9]([C:11]([N:16]3[CH2:17][CH2:18][C:19]4[C:24](=[CH:23][CH:22]=[CH:21][CH:20]=4)[N:15]3[CH3:14])=[O:13])[CH:10]=2)[CH:7]=1, predict the reactants needed to synthesize it. The reactants are: [Br:1][C:2]1[CH:3]=[N:4][C:5]2[N:6]([N:8]=[C:9]([C:11]([OH:13])=O)[CH:10]=2)[CH:7]=1.[CH3:14][N:15]1[C:24]2[C:19](=[CH:20][CH:21]=[CH:22][CH:23]=2)[CH2:18][CH2:17][NH:16]1.